This data is from Forward reaction prediction with 1.9M reactions from USPTO patents (1976-2016). The task is: Predict the product of the given reaction. (1) The product is: [CH:12]1[C:3]2[CH:4]=[CH:5][C:6]3[C:11](=[N:10][CH:9]=[CH:8][CH:7]=3)[C:2]=2[NH:1][S:14](=[O:16])(=[O:15])[N:17]=1. Given the reactants [NH2:1][C:2]1[C:3]([CH:12]=O)=[CH:4][CH:5]=[C:6]2[C:11]=1[N:10]=[CH:9][CH:8]=[CH:7]2.[S:14](N)([NH2:17])(=[O:16])=[O:15], predict the reaction product. (2) Given the reactants N1C=CC=CC=1.[Br:7][C:8]1[CH:13]=[CH:12][C:11](B(O)O)=[CH:10][CH:9]=1.[CH3:17][Si:18]([CH3:30])([CH3:29])[C:19]1[CH:23]=[C:22]([C:24]([O:26][CH2:27][CH3:28])=[O:25])[NH:21][N:20]=1, predict the reaction product. The product is: [Br:7][C:8]1[CH:13]=[CH:12][C:11]([N:21]2[C:22]([C:24]([O:26][CH2:27][CH3:28])=[O:25])=[CH:23][C:19]([Si:18]([CH3:17])([CH3:30])[CH3:29])=[N:20]2)=[CH:10][CH:9]=1. (3) The product is: [CH3:18][N:19]([CH3:24])[S:20]([N:9]1[CH:8]=[C:7]([C:1]2[CH:2]=[CH:3][CH:4]=[CH:5][CH:6]=2)[N:11]=[CH:10]1)(=[O:22])=[O:21]. Given the reactants [C:1]1([C:7]2[NH:11][CH:10]=[N:9][CH:8]=2)[CH:6]=[CH:5][CH:4]=[CH:3][CH:2]=1.C([O-])([O-])=O.[K+].[K+].[CH3:18][N:19]([CH3:24])[S:20](Cl)(=[O:22])=[O:21], predict the reaction product. (4) Given the reactants [NH+:1]1([O-])[C:5]2=[N:6][CH:7]=[CH:8][CH:9]=[C:4]2[CH:3]=[CH:2]1.[C:11](Br)(=[O:18])[C:12]1[CH:17]=[CH:16][CH:15]=[CH:14][CH:13]=1.C[Si](C)(C)N[Si](C)(C)C.[Br-:29], predict the reaction product. The product is: [Br:29][C:7]1[N:6]=[C:5]2[N:1]([C:13]3[CH:14]=[CH:15][CH:16]=[CH:17][C:12]=3[CH:11]=[O:18])[CH:2]=[CH:3][C:4]2=[CH:9][CH:8]=1. (5) Given the reactants [F:1][C:2]([F:49])([F:48])[C:3]1[CH:4]=[C:5]([C@H:13]2[O:17][C:16](=[O:18])[N:15]([CH2:19][C:20]3[CH:25]=[C:24]([C:26]([F:29])([F:28])[F:27])[CH:23]=[CH:22][C:21]=3[C:30]3[CH:35]=[C:34](B4OC(C)(C)C(C)(C)O4)[CH:33]=[CH:32][C:31]=3[O:45][CH3:46])[C@H:14]2[CH3:47])[CH:6]=[C:7]([C:9]([F:12])([F:11])[F:10])[CH:8]=1.Br[C:51]1[CH:60]=[CH:59][C:54]([C:55]([O:57][CH3:58])=[O:56])=[CH:53][C:52]=1[CH3:61].[OH-].[K+], predict the reaction product. The product is: [F:1][C:2]([F:48])([F:49])[C:3]1[CH:4]=[C:5]([C@H:13]2[O:17][C:16](=[O:18])[N:15]([CH2:19][C:20]3[CH:25]=[C:24]([C:26]([F:28])([F:27])[F:29])[CH:23]=[CH:22][C:21]=3[C:30]3[CH:35]=[C:34]([C:51]4[CH:60]=[CH:59][C:54]([C:55]([O:57][CH3:58])=[O:56])=[CH:53][C:52]=4[CH3:61])[CH:33]=[CH:32][C:31]=3[O:45][CH3:46])[C@H:14]2[CH3:47])[CH:6]=[C:7]([C:9]([F:12])([F:10])[F:11])[CH:8]=1. (6) The product is: [CH3:30][NH:29][S:25]([CH2:24][CH2:23][CH2:22][O:21][C:16]1[CH:17]=[CH:18][CH:19]=[C:20]2[C:15]=1[CH:14]=[CH:13][N:12]2[C:10]1[CH:9]=[CH:8][N:7]=[C:6]([S:5][CH2:1][CH2:2][CH2:3][CH3:4])[N:11]=1)(=[O:27])=[O:26]. Given the reactants [CH2:1]([S:5][C:6]1[N:11]=[C:10]([N:12]2[C:20]3[C:15](=[C:16]([O:21][CH2:22][CH2:23][CH2:24][S:25](Cl)(=[O:27])=[O:26])[CH:17]=[CH:18][CH:19]=3)[CH:14]=[CH:13]2)[CH:9]=[CH:8][N:7]=1)[CH2:2][CH2:3][CH3:4].[NH2:29][CH3:30], predict the reaction product. (7) Given the reactants [NH2:1][C:2]1[CH:7]=[CH:6][CH:5]=[CH:4][N:3]=1.[C:8](OCC)(=[O:13])[CH2:9][C:10]([CH3:12])=O, predict the reaction product. The product is: [CH3:12][C:10]1[N:1]=[C:2]2[CH:7]=[CH:6][CH:5]=[CH:4][N:3]2[C:8](=[O:13])[CH:9]=1. (8) Given the reactants C([O-])([O-])=O.[K+].[K+].[Cl:7][C:8]1[CH:13]=[CH:12][C:11]([C@H:14]([NH2:16])[CH3:15])=[CH:10][CH:9]=1.[CH3:17][O:18][C:19](=[O:24])[CH2:20][CH2:21][CH2:22]Br, predict the reaction product. The product is: [CH3:17][O:18][C:19](=[O:24])[CH2:20][CH2:21][CH2:22][NH:16][C@@H:14]([C:11]1[CH:12]=[CH:13][C:8]([Cl:7])=[CH:9][CH:10]=1)[CH3:15]. (9) Given the reactants [Cl:1][C:2]1[CH:7]=[CH:6][C:5]([C:8]([F:11])([F:10])[F:9])=[CH:4][C:3]=1[OH:12].Br[CH2:14][CH2:15][CH2:16][OH:17].O[C:19]1[CH:24]=[CH:23][C:22]([CH:25]([C:31]#[C:32][CH3:33])[CH2:26][C:27]([O:29]C)=[O:28])=[CH:21][CH:20]=1, predict the reaction product. The product is: [Cl:1][C:2]1[CH:7]=[CH:6][C:5]([C:8]([F:10])([F:11])[F:9])=[CH:4][C:3]=1[O:12][CH2:14][CH2:15][CH2:16][O:17][C:19]1[CH:24]=[CH:23][C:22]([CH:25]([C:31]#[C:32][CH3:33])[CH2:26][C:27]([OH:29])=[O:28])=[CH:21][CH:20]=1.